From a dataset of Forward reaction prediction with 1.9M reactions from USPTO patents (1976-2016). Predict the product of the given reaction. (1) Given the reactants [C:1]([O:5][C:6]([N:8]1[CH2:13][CH2:12][CH:11]([N:14]2[C:18]3=[N:19][CH:20]=[N:21][C:22](Cl)=[C:17]3[CH:16]=[N:15]2)[CH2:10][CH2:9]1)=[O:7])([CH3:4])([CH3:3])[CH3:2].[OH:24][C:25]1[CH:30]=[CH:29][C:28]([C:31]2[NH:35][N:34]=[N:33][N:32]=2)=[CH:27][CH:26]=1.C(=O)([O-])[O-].[K+].[K+], predict the reaction product. The product is: [C:1]([O:5][C:6]([N:8]1[CH2:13][CH2:12][CH:11]([N:14]2[C:18]3=[N:19][CH:20]=[N:21][C:22]([O:24][C:25]4[CH:30]=[CH:29][C:28]([C:31]5[NH:35][N:34]=[N:33][N:32]=5)=[CH:27][CH:26]=4)=[C:17]3[CH:16]=[N:15]2)[CH2:10][CH2:9]1)=[O:7])([CH3:4])([CH3:3])[CH3:2]. (2) Given the reactants [C:1]([OH:24])(=[O:23])[CH2:2][CH2:3][CH2:4][CH2:5][CH2:6][CH2:7][CH2:8][CH2:9][CH2:10][CH2:11][CH2:12][CH2:13][CH2:14][CH2:15][CH2:16][CH2:17][CH2:18][CH2:19][CH2:20][CH2:21][CH3:22].[CH:25](O)(C)[CH3:26], predict the reaction product. The product is: [C:1]([OH:24])(=[O:23])[CH2:2][CH2:3][CH2:4][CH2:5][CH2:6][CH2:7][CH2:8][CH2:9][CH2:10][CH2:11][CH2:12][CH2:13][CH2:14][CH2:15][CH2:16][CH2:17][CH2:18][CH2:19][CH2:20][CH2:21][CH3:22].[C:1]([OH:24])(=[O:23])[CH2:2][CH2:3][CH2:4][CH2:5][CH2:6][CH2:7][CH2:8][CH2:9][CH2:10][CH2:11][CH2:12][CH2:13][CH2:14][CH2:15][CH2:16][CH2:17][CH2:18][CH2:19][CH2:20][CH2:21][CH2:22][CH2:25][CH3:26].[C:1]([OH:24])(=[O:23])[CH2:2][CH2:3][CH2:4][CH2:5][CH2:6][CH2:7][CH2:8][CH2:9][CH2:10][CH2:11][CH2:12][CH2:13][CH2:14][CH2:15][CH2:16][CH2:17][CH2:18][CH2:19][CH3:20]. (3) Given the reactants Br[C:2]1[CH:7]=[CH:6][C:5]([C@@H:8]([N:10]2[C:18](=[O:19])[C:17]3[C:12](=[CH:13][CH:14]=[CH:15][CH:16]=3)[C:11]2=[O:20])[CH3:9])=[CH:4][CH:3]=1.[F:21][C:22]([F:37])([F:36])[C:23]([C:27]1[CH:32]=[C:31]([Cl:33])[C:30]([Cl:34])=[C:29]([Cl:35])[CH:28]=1)([OH:26])[CH:24]=[CH2:25].CC([O-])=O.[Na+].Cl, predict the reaction product. The product is: [F:37][C:22]([F:21])([F:36])[C:23]([OH:26])([C:27]1[CH:28]=[C:29]([Cl:35])[C:30]([Cl:34])=[C:31]([Cl:33])[CH:32]=1)/[CH:24]=[CH:25]/[C:2]1[CH:7]=[CH:6][C:5]([C@@H:8]([N:10]2[C:18](=[O:19])[C:17]3[C:12](=[CH:13][CH:14]=[CH:15][CH:16]=3)[C:11]2=[O:20])[CH3:9])=[CH:4][CH:3]=1. (4) Given the reactants C(O)(=O)C.[CH3:5][O:6][C:7](=[O:29])[C@H:8]([NH:18][C:19]([O:21][CH2:22][C:23]1[CH:28]=[CH:27][CH:26]=[CH:25][CH:24]=1)=[O:20])[CH2:9][C:10]1[CH:15]=[CH:14][C:13]([NH2:16])=[C:12]([NH2:17])[CH:11]=1.[N:30]([O-])=O.[Na+].[OH-].[NH4+], predict the reaction product. The product is: [CH3:5][O:6][C:7](=[O:29])[C@H:8]([NH:18][C:19]([O:21][CH2:22][C:23]1[CH:28]=[CH:27][CH:26]=[CH:25][CH:24]=1)=[O:20])[CH2:9][C:10]1[CH:15]=[CH:14][C:13]2[NH:16][N:30]=[N:17][C:12]=2[CH:11]=1. (5) The product is: [Br:1][C:2]1[CH:3]=[C:4]([CH:8]([O:12][CH2:11][CH2:10][OH:9])[C:17]#[N:18])[CH:5]=[CH:6][CH:7]=1. Given the reactants [Br:1][C:2]1[CH:3]=[C:4]([CH:8]2[O:12][CH2:11][CH2:10][O:9]2)[CH:5]=[CH:6][CH:7]=1.C[Si]([C:17]#[N:18])(C)C.C(=O)(O)[O-].[Na+], predict the reaction product.